Dataset: Forward reaction prediction with 1.9M reactions from USPTO patents (1976-2016). Task: Predict the product of the given reaction. (1) Given the reactants [CH3:1][C:2]1[CH:3]=[C:4]([CH:8]=[C:9]([CH3:12])[C:10]=1[OH:11])[C:5]([OH:7])=[O:6].S(Cl)(Cl)=O.[C:17](=O)(O)[O-].[Na+], predict the reaction product. The product is: [CH3:1][C:2]1[CH:3]=[C:4]([CH:8]=[C:9]([CH3:12])[C:10]=1[OH:11])[C:5]([O:7][CH3:17])=[O:6]. (2) The product is: [C:1]1([C:32]2[CH:37]=[CH:36][CH:35]=[CH:34][CH:33]=2)[CH:6]=[CH:5][CH:4]=[C:3]([CH2:7][N:8]([CH2:24][C:25]([OH:27])=[O:26])[S:9]([C:12]2[CH:13]=[C:14]3[C:19](=[CH:20][CH:21]=2)[O:18][C:17]([CH3:23])([CH3:22])[CH2:16][CH2:15]3)(=[O:11])=[O:10])[CH:2]=1. Given the reactants [C:1]1([C:32]2[CH:37]=[CH:36][CH:35]=[CH:34][CH:33]=2)[CH:6]=[CH:5][CH:4]=[C:3]([CH2:7][N:8]([CH2:24][C:25]([O:27]C(C)(C)C)=[O:26])[S:9]([C:12]2[CH:13]=[C:14]3[C:19](=[CH:20][CH:21]=2)[O:18][C:17]([CH3:23])([CH3:22])[CH2:16][CH2:15]3)(=[O:11])=[O:10])[CH:2]=1.FC(F)(F)C(O)=O, predict the reaction product. (3) The product is: [F:18][C:11]1[CH:12]=[C:13]([F:17])[C:14]([F:16])=[CH:15][C:10]=1[C@H:9]1[C@H:4]([NH2:1])[CH:5]=[C:6]([O:19][Si:20]([CH:24]([CH3:26])[CH3:25])([CH:27]([CH3:29])[CH3:28])[CH:21]([CH3:22])[CH3:23])[CH2:7][CH2:8]1. Given the reactants [N:1]([CH:4]1[CH:9]([C:10]2[CH:15]=[C:14]([F:16])[C:13]([F:17])=[CH:12][C:11]=2[F:18])[CH2:8][CH2:7][C:6]([O:19][Si:20]([CH:27]([CH3:29])[CH3:28])([CH:24]([CH3:26])[CH3:25])[CH:21]([CH3:23])[CH3:22])=[CH:5]1)=[N+]=[N-].[H-].[Al+3].[Li+].[H-].[H-].[H-].[H-].[Cl-].[NH4+], predict the reaction product. (4) Given the reactants [OH:1][N:2]1[C:10](=[O:11])[C:9]2[C:4](=[CH:5][CH:6]=[CH:7][CH:8]=2)[C:3]1=[O:12].[CH3:13][N:14]1[C:22]2[CH:21]3[CH2:23][CH:18]([CH2:19][CH2:20]3)[C:17]=2[C:16]([CH2:24]O)=[N:15]1.C1(P(C2C=CC=CC=2)C2C=CC=CC=2)C=CC=CC=1.CC(OC(/N=N/C(OC(C)C)=O)=O)C, predict the reaction product. The product is: [CH3:13][N:14]1[C:22]2[CH:21]3[CH2:23][CH:18]([CH2:19][CH2:20]3)[C:17]=2[C:16]([CH2:24][O:1][N:2]2[C:10](=[O:11])[C:9]3[C:4](=[CH:5][CH:6]=[CH:7][CH:8]=3)[C:3]2=[O:12])=[N:15]1. (5) Given the reactants IC1SC(NC(=O)C)=NC=1C.[CH3:12][C:13]1[N:14]=[C:15]([NH:30][C:31](=[O:33])[CH3:32])[S:16][C:17]=1[C:18]1[S:19][C:20](S(NCC#C)(=O)=O)=[CH:21][CH:22]=1.C([Sn](CCCC)(CCCC)C1SC=CC=1)CCC, predict the reaction product. The product is: [CH3:12][C:13]1[N:14]=[C:15]([NH:30][C:31](=[O:33])[CH3:32])[S:16][C:17]=1[C:18]1[S:19][CH:20]=[CH:21][CH:22]=1. (6) Given the reactants O=[C:2]([C:10]1[C:15]([O:16][CH3:17])=[CH:14][C:13]([O:18][CH3:19])=[CH:12][C:11]=1[O:20][CH3:21])[CH2:3][CH2:4][CH2:5][C:6](OC)=[O:7].C([O-])(=O)C.[NH4+].[BH3-]C#[N:29].[Na+].Cl, predict the reaction product. The product is: [CH3:21][O:20][C:11]1[CH:12]=[C:13]([O:18][CH3:19])[CH:14]=[C:15]([O:16][CH3:17])[C:10]=1[CH:2]1[NH:29][C:6](=[O:7])[CH2:5][CH2:4][CH2:3]1.